This data is from Reaction yield outcomes from USPTO patents with 853,638 reactions. The task is: Predict the reaction yield, written as a fraction of the theoretical maximum amount of product (1.0 means a 100% yield; for example, 0.34 means a 34% yield). (1) The reactants are Br[C:2](Br)=[CH:3][C:4]1(C=O)[CH:13]=[CH:12][C:11]2[CH2:10][N:9]([CH:14]3[CH2:16][CH2:15]3)[CH2:8][C:7]([CH3:18])([CH3:17])[C:6]=2[CH2:5]1.C([Li])CCC. The catalyst is O1CCCC1. The product is [CH:14]1([N:9]2[CH2:8][C:7]([CH3:17])([CH3:18])[C:6]3[C:11](=[CH:12][CH:13]=[C:4]([C:3]#[CH:2])[CH:5]=3)[CH2:10]2)[CH2:16][CH2:15]1. The yield is 0.940. (2) The reactants are [C:1]([O:5][C:6](=[O:44])[NH:7][CH:8]1[CH2:13][CH2:12][N:11]([CH2:14][C:15]2[S:23][C:22]3[C:21]([N:24]4[CH2:29][CH2:28][O:27][CH2:26][CH2:25]4)=[N:20][C:19]([C:30]4[CH:35]=[CH:34][CH:33]=[C:32]([O:36][Si](C(C)(C)C)(C)C)[CH:31]=4)=[N:18][C:17]=3[CH:16]=2)[CH2:10][CH2:9]1)([CH3:4])([CH3:3])[CH3:2].CCCC[N+](CCCC)(CCCC)CCCC.[F-]. The catalyst is C1COCC1. The product is [C:1]([O:5][C:6](=[O:44])[NH:7][CH:8]1[CH2:13][CH2:12][N:11]([CH2:14][C:15]2[S:23][C:22]3[C:21]([N:24]4[CH2:29][CH2:28][O:27][CH2:26][CH2:25]4)=[N:20][C:19]([C:30]4[CH:35]=[CH:34][CH:33]=[C:32]([OH:36])[CH:31]=4)=[N:18][C:17]=3[CH:16]=2)[CH2:10][CH2:9]1)([CH3:4])([CH3:2])[CH3:3]. The yield is 0.880. (3) The reactants are [Cl:1][C:2]1[CH:3]=[C:4]([C:12]2[N:17]=[CH:16][N:15]=[C:14]([NH:18][CH2:19][C@H:20]([NH:28][S@@](C(C)(C)C)=O)[C:21]3[CH:26]=[CH:25][C:24]([F:27])=[CH:23][CH:22]=3)[CH:13]=2)[CH:5]=[CH:6][C:7]=1[C:8]([F:11])([F:10])[F:9].Cl. The catalyst is CO. The product is [Cl:1][C:2]1[CH:3]=[C:4]([C:12]2[N:17]=[CH:16][N:15]=[C:14]([NH:18][CH2:19][C@@H:20]([C:21]3[CH:22]=[CH:23][C:24]([F:27])=[CH:25][CH:26]=3)[NH2:28])[CH:13]=2)[CH:5]=[CH:6][C:7]=1[C:8]([F:10])([F:11])[F:9]. The yield is 0.540.